From a dataset of Full USPTO retrosynthesis dataset with 1.9M reactions from patents (1976-2016). Predict the reactants needed to synthesize the given product. (1) Given the product [Cl:11][C:8]1[CH:7]=[C:3]2[C:2](=[CH:10][CH:9]=1)[N:1]=[C:15]([C:14]1[CH:18]=[CH:19][CH:20]=[CH:21][C:13]=1[Cl:12])[N:6]=[C:4]2[N:26]1[CH2:27][CH2:28][N:23]([CH3:22])[CH2:24][CH2:25]1, predict the reactants needed to synthesize it. The reactants are: [NH2:1][C:2]1[CH:10]=[CH:9][C:8]([Cl:11])=[CH:7][C:3]=1[C:4]([NH2:6])=O.[Cl:12][C:13]1[CH:21]=[CH:20][CH:19]=[CH:18][C:14]=1[C:15](Cl)=O.[CH3:22][N:23]1[CH2:28][CH2:27][NH:26][CH2:25][CH2:24]1. (2) The reactants are: Cl[CH2:2][CH2:3][NH:4][C:5](=[O:52])[O:6][C@@H:7]1[CH2:12][CH2:11][CH2:10][N:9]([C:13]2[N:14]=[C:15]3[CH:39]=[C:38]([C:40]([NH:42][C:43]4[S:44][CH:45]=[C:46]([C:48]([CH3:51])([CH3:50])[CH3:49])[N:47]=4)=[O:41])[CH:37]=[CH:36][N:16]3[C:17](=[O:35])[C:18]=2/[CH:19]=[CH:20]/[C:21]2[N:22]=[N:23][N:24]([CH2:26][C:27]3[CH:32]=[CH:31][C:30]([O:33][CH3:34])=[CH:29][CH:28]=3)[N:25]=2)[CH2:8]1.[CH3:53][NH:54][CH3:55]. Given the product [CH3:53][N:54]([CH3:55])[CH2:2][CH2:3][NH:4][C:5](=[O:52])[O:6][C@@H:7]1[CH2:12][CH2:11][CH2:10][N:9]([C:13]2[N:14]=[C:15]3[CH:39]=[C:38]([C:40]([NH:42][C:43]4[S:44][CH:45]=[C:46]([C:48]([CH3:51])([CH3:50])[CH3:49])[N:47]=4)=[O:41])[CH:37]=[CH:36][N:16]3[C:17](=[O:35])[C:18]=2/[CH:19]=[CH:20]/[C:21]2[N:22]=[N:23][N:24]([CH2:26][C:27]3[CH:32]=[CH:31][C:30]([O:33][CH3:34])=[CH:29][CH:28]=3)[N:25]=2)[CH2:8]1, predict the reactants needed to synthesize it. (3) Given the product [C:1]([O:5][C:6]([CH2:8][C:9]([CH2:18][CH2:17][CH2:16][C:15]([F:21])([F:20])[F:14])([C:12]#[N:13])[C:10]#[N:11])=[O:7])([CH3:4])([CH3:2])[CH3:3], predict the reactants needed to synthesize it. The reactants are: [C:1]([O:5][C:6]([CH2:8][CH:9]([C:12]#[N:13])[C:10]#[N:11])=[O:7])([CH3:4])([CH3:3])[CH3:2].[F:14][C:15]([F:21])([F:20])[CH2:16][CH2:17][CH2:18]Br.C(=O)([O-])[O-].[K+].[K+].Cl. (4) Given the product [BrH:1].[CH3:5][C:3]([C:6]1[O:10][C:9]([CH2:11][S:12][C:13]2[S:17][C:16]([NH:18][C:19]([CH:21]3[CH2:22][CH2:23][NH:24][CH2:25][CH2:26]3)=[O:20])=[N:15][CH:14]=2)=[N:8][CH:7]=1)([CH3:2])[CH3:4], predict the reactants needed to synthesize it. The reactants are: [BrH:1].[CH3:2][C:3]([C:6]1[O:10][C:9]([CH2:11][S:12][C:13]2[S:17][C:16]([NH:18][C:19]([CH:21]3[CH2:26][CH2:25][NH:24][CH2:23][CH2:22]3)=[O:20])=[N:15][CH:14]=2)=[N:8][CH:7]=1)([CH3:5])[CH3:4]. (5) The reactants are: [C:1]([C:4]1[CH:5]=[CH:6][C:7]2[N:11]=[C:10]([CH3:12])[N:9]([CH2:13][C:14]3[CH:19]=[CH:18][CH:17]=[CH:16][C:15]=3[Cl:20])[C:8]=2[CH:21]=1)(O)=[O:2].[F:22][C:23]([F:29])([F:28])[S:24]([NH2:27])(=[O:26])=[O:25].C1(C2CCCCCCCCCC=2)CCCCCCCCNN=1. Given the product [ClH:20].[Cl:20][C:15]1[CH:16]=[CH:17][CH:18]=[CH:19][C:14]=1[CH2:13][N:9]1[C:8]2[CH:21]=[C:4]([C:1](=[O:2])[NH:27][S:24]([C:23]([F:29])([F:28])[F:22])(=[O:26])=[O:25])[CH:5]=[CH:6][C:7]=2[N:11]=[C:10]1[CH3:12], predict the reactants needed to synthesize it.